Task: Predict the product of the given reaction.. Dataset: Forward reaction prediction with 1.9M reactions from USPTO patents (1976-2016) (1) Given the reactants [OH-].[K+].[CH3:3][O:4][C:5]1[CH:6]=[C:7]2[C:11](=[CH:12][C:13]=1[O:14][CH3:15])[N:10]([CH3:16])[CH:9]=[C:8]2[C:17]1[N:26](S(C2C=CC(C)=CC=2)(=O)=O)[C:20]2=[N:21][CH:22]=[CH:23][C:24]([CH3:25])=[C:19]2[CH:18]=1, predict the reaction product. The product is: [CH3:3][O:4][C:5]1[CH:6]=[C:7]2[C:11](=[CH:12][C:13]=1[O:14][CH3:15])[N:10]([CH3:16])[CH:9]=[C:8]2[C:17]1[NH:26][C:20]2=[N:21][CH:22]=[CH:23][C:24]([CH3:25])=[C:19]2[CH:18]=1. (2) Given the reactants [Br:1][C:2]1[CH:7]=[CH:6][C:5]([OH:8])=[CH:4][C:3]=1[N+:9]([O-:11])=[O:10].[S:12]1[CH:16]=[CH:15][N:14]=[C:13]1[CH2:17]O.C1(P(C2C=CC=CC=2)C2C=CC=CC=2)C=CC=CC=1.CCOC(/N=N/C(OCC)=O)=O, predict the reaction product. The product is: [Br:1][C:2]1[CH:7]=[CH:6][C:5]([O:8][CH2:17][C:13]2[S:12][CH:16]=[CH:15][N:14]=2)=[CH:4][C:3]=1[N+:9]([O-:11])=[O:10]. (3) Given the reactants Cl.[N:2]12[CH2:9][CH2:8][CH:5]([CH2:6][CH2:7]1)[C:4](=O)[CH2:3]2.[I:11][C:12]1[CH:18]=[CH:17][C:15]([NH2:16])=[CH:14][CH:13]=1.[O-]S([O-])(=O)=O.[Na+].[Na+].[BH-](OC(C)=O)(OC(C)=O)OC(C)=O.[Na+].C([O-])(O)=O.[Na+], predict the reaction product. The product is: [I:11][C:12]1[CH:18]=[CH:17][C:15]([NH:16][CH:4]2[CH:5]3[CH2:8][CH2:9][N:2]([CH2:7][CH2:6]3)[CH2:3]2)=[CH:14][CH:13]=1. (4) Given the reactants [NH2:1][C:2]1[N:7]=[CH:6][C:5]([C:8]2[CH:13]=[C:12]([CH3:14])[C:11]([OH:15])=[C:10]([CH3:16])[CH:9]=2)=[CH:4][N:3]=1.Br[CH2:18][C:19]([O:21][CH3:22])=[O:20].C(=O)([O-])[O-].[Cs+].[Cs+], predict the reaction product. The product is: [NH2:1][C:2]1[N:3]=[CH:4][C:5]([C:8]2[CH:9]=[C:10]([CH3:16])[C:11]([O:15][CH2:18][C:19]([O:21][CH3:22])=[O:20])=[C:12]([CH3:14])[CH:13]=2)=[CH:6][N:7]=1. (5) Given the reactants C([C:4]1[O:12][C:11]2[C:6](=[N:7][CH:8]=[CH:9][CH:10]=2)[C:5]=1[C:13]1[CH:18]=[CH:17][C:16]([F:19])=[CH:15][CH:14]=1)(O)=O, predict the reaction product. The product is: [F:19][C:16]1[CH:15]=[CH:14][C:13]([C:5]2[C:6]3=[N:7][CH:8]=[CH:9][CH:10]=[C:11]3[O:12][CH:4]=2)=[CH:18][CH:17]=1. (6) Given the reactants [CH3:1][C:2]1[N:10]([C:11]([C:13]2[CH:14]=[CH:15][C:16]([Cl:19])=[CH:17][CH:18]=2)=[O:12])[C:9]2[CH:8]=[CH:7][C:6]([O:20][CH3:21])=[CH:5][C:4]=2[C:3]=1[CH2:22][C:23]([OH:25])=O.[C:26]([O:30][C:31](=[O:37])[NH:32][CH2:33][CH2:34][CH2:35][NH2:36])([CH3:29])([CH3:28])[CH3:27].Cl.C(N=C=NCCCN(C)C)C.ON1C2C=CC=CC=2N=N1.C(N(CC)C(C)C)(C)C, predict the reaction product. The product is: [Cl:19][C:16]1[CH:15]=[CH:14][C:13]([C:11]([N:10]2[C:9]3[C:4](=[CH:5][C:6]([O:20][CH3:21])=[CH:7][CH:8]=3)[C:3]([CH2:22][C:23]([NH:36][CH2:35][CH2:34][CH2:33][NH:32][C:31](=[O:37])[O:30][C:26]([CH3:28])([CH3:27])[CH3:29])=[O:25])=[C:2]2[CH3:1])=[O:12])=[CH:18][CH:17]=1. (7) Given the reactants [CH3:1][O:2][C:3]([C:5]1[C:6](Cl)=[C:7]2[C:11](=[CH:12][CH:13]=1)[N:10]([S:14]([C:17]1[CH:22]=[CH:21][C:20]([CH3:23])=[CH:19][CH:18]=1)(=[O:16])=[O:15])[N:9]=[CH:8]2)=[O:4].COC(=O)/C(=C(\Cl)/C1C(C)=NN(S(C2C=CC(C)=CC=2)(=O)=O)C=1)/C=C.[F:50][C:51]1[CH:56]=[C:55]([Si:57]([CH3:60])([CH3:59])[CH3:58])[CH:54]=[CH:53][C:52]=1[NH2:61].P([O-])([O-])([O-])=O.[K+].[K+].[K+], predict the reaction product. The product is: [CH3:1][O:2][C:3]([C:5]1[C:6]([NH:61][C:52]2[CH:53]=[CH:54][C:55]([Si:57]([CH3:59])([CH3:58])[CH3:60])=[CH:56][C:51]=2[F:50])=[C:7]2[C:11](=[CH:12][CH:13]=1)[N:10]([S:14]([C:17]1[CH:22]=[CH:21][C:20]([CH3:23])=[CH:19][CH:18]=1)(=[O:16])=[O:15])[N:9]=[CH:8]2)=[O:4]. (8) Given the reactants [CH2:1]([C:4]1[S:8][C:7]([C:9]2[S:10][CH:11]=[CH:12][CH:13]=2)=[CH:6][CH:5]=1)[CH2:2][CH3:3].C1C(=O)N([Br:21])C(=O)C1.C(=O)([O-])[O-].[Na+].[Na+], predict the reaction product. The product is: [Br:21][C:11]1[S:10][C:9]([C:7]2[S:8][C:4]([CH2:1][CH2:2][CH3:3])=[CH:5][CH:6]=2)=[CH:13][CH:12]=1. (9) Given the reactants [NH:1]1[CH2:6][CH2:5][O:4][CH2:3][CH2:2]1.[Br:7][C:8]1[CH:13]=[CH:12][C:11](Br)=[CH:10][CH:9]=1.CC(C)([O-])C.[K+], predict the reaction product. The product is: [Br:7][C:8]1[CH:13]=[CH:12][C:11]([N:1]2[CH2:6][CH2:5][O:4][CH2:3][CH2:2]2)=[CH:10][CH:9]=1. (10) Given the reactants [H-].[Al+3].[Li+].[H-].[H-].[H-].[C:7]1([C:13]2([C:18]#[N:19])[CH2:17][CH2:16][CH2:15][CH2:14]2)[CH:12]=[CH:11][CH:10]=[CH:9][CH:8]=1.[OH-].[Na+].O, predict the reaction product. The product is: [C:7]1([C:13]2([CH2:18][NH2:19])[CH2:17][CH2:16][CH2:15][CH2:14]2)[CH:12]=[CH:11][CH:10]=[CH:9][CH:8]=1.